The task is: Regression. Given a peptide amino acid sequence and an MHC pseudo amino acid sequence, predict their binding affinity value. This is MHC class I binding data.. This data is from Peptide-MHC class I binding affinity with 185,985 pairs from IEDB/IMGT. (1) The MHC is HLA-B38:01 with pseudo-sequence HLA-B38:01. The peptide sequence is THTNGVRLL. The binding affinity (normalized) is 0.406. (2) The peptide sequence is LLATSIFKL. The MHC is HLA-A02:03 with pseudo-sequence HLA-A02:03. The binding affinity (normalized) is 0.754. (3) The peptide sequence is HLGGFVHAC. The MHC is HLA-A11:01 with pseudo-sequence HLA-A11:01. The binding affinity (normalized) is 0.0847. (4) The peptide sequence is WIKYIQYGV. The MHC is HLA-A02:02 with pseudo-sequence HLA-A02:02. The binding affinity (normalized) is 0.722. (5) The peptide sequence is TPVEHGLVL. The MHC is HLA-B08:02 with pseudo-sequence HLA-B08:02. The binding affinity (normalized) is 0.0847. (6) The peptide sequence is IISDMYDPR. The MHC is HLA-A11:01 with pseudo-sequence HLA-A11:01. The binding affinity (normalized) is 0.556.